This data is from Full USPTO retrosynthesis dataset with 1.9M reactions from patents (1976-2016). The task is: Predict the reactants needed to synthesize the given product. (1) Given the product [Cl:1][C:2]1[CH:7]=[C:6]([NH:15][CH:12]2[CH2:14][CH2:13]2)[C:5]([N+:9]([O-:11])=[O:10])=[CH:4][N:3]=1, predict the reactants needed to synthesize it. The reactants are: [Cl:1][C:2]1[CH:7]=[C:6](Cl)[C:5]([N+:9]([O-:11])=[O:10])=[CH:4][N:3]=1.[CH:12]1([NH2:15])[CH2:14][CH2:13]1. (2) Given the product [NH:43]1[C:38]2[CH:39]=[CH:40][CH:41]=[CH:42][C:37]=2[N:36]=[C:44]1[C:46]1[N:47]=[CH:48][N:49]2[C:54](=[O:55])[N:53]([CH2:56][C:57]#[CH:58])[N:52]=[N:51][C:50]=12, predict the reactants needed to synthesize it. The reactants are: S(OS(C(F)(F)F)(=O)=O)(C(F)(F)F)(=O)=O.C1(P(=O)(C2C=CC=CC=2)C2C=CC=CC=2)C=CC=CC=1.[NH2:36][C:37]1[CH:42]=[CH:41][CH:40]=[CH:39][C:38]=1[NH:43][C:44]([C:46]1[N:47]=[CH:48][N:49]2[C:54](=[O:55])[N:53]([CH2:56][C:57]#[CH:58])[N:52]=[N:51][C:50]=12)=O.